This data is from Full USPTO retrosynthesis dataset with 1.9M reactions from patents (1976-2016). The task is: Predict the reactants needed to synthesize the given product. (1) Given the product [CH2:17]([O:8][C:7](=[O:9])[C:6]1[CH:10]=[C:2]([Cl:1])[C:3]([Cl:11])=[N:4][CH:5]=1)[CH3:18], predict the reactants needed to synthesize it. The reactants are: [Cl:1][C:2]1[C:3]([Cl:11])=[N:4][CH:5]=[C:6]([CH:10]=1)[C:7]([OH:9])=[O:8].Cl[Si](C)(C)C.[CH2:17](O)[CH3:18]. (2) Given the product [CH2:19]([O:18][C:16]([C:13]1[CH:12]=[C:11]([C:8]2[CH:7]=[CH:6][C:5]([O:4][CH2:3][C@H:2]3[CH2:21][O:22][C:24]([CH3:29])([CH3:25])[O:1]3)=[CH:10][CH:9]=2)[O:15][N:14]=1)=[O:17])[CH3:20], predict the reactants needed to synthesize it. The reactants are: [OH:1][CH:2]([CH2:21][OH:22])[CH2:3][O:4][C:5]1[CH:10]=[CH:9][C:8]([C:11]2[O:15][N:14]=[C:13]([C:16]([O:18][CH2:19][CH3:20])=[O:17])[CH:12]=2)=[CH:7][CH:6]=1.O.[C:24]1(C)[CH:29]=CC(S(O)(=O)=O)=C[CH:25]=1.COC(OC)(C)C.